This data is from Forward reaction prediction with 1.9M reactions from USPTO patents (1976-2016). The task is: Predict the product of the given reaction. (1) Given the reactants FC(F)(F)C(O)=O.[CH2:8]([O:15][CH:16]1[CH2:19][C:18]2([CH2:23][C:22]([C:24]3[CH:29]=[N:28][C:27]4[N:30](CC5C=CC(OC)=CC=5)[N:31]=[CH:32][C:26]=4[C:25]=3[NH:42][CH:43]3[CH2:48][CH2:47][O:46][CH2:45][CH2:44]3)=[N:21][O:20]2)[CH2:17]1)[C:9]1[CH:14]=[CH:13][CH:12]=[CH:11][CH:10]=1, predict the reaction product. The product is: [CH2:8]([O:15][CH:16]1[CH2:19][C:18]2([CH2:23][C:22]([C:24]3[CH:29]=[N:28][C:27]4[NH:30][N:31]=[CH:32][C:26]=4[C:25]=3[NH:42][CH:43]3[CH2:48][CH2:47][O:46][CH2:45][CH2:44]3)=[N:21][O:20]2)[CH2:17]1)[C:9]1[CH:10]=[CH:11][CH:12]=[CH:13][CH:14]=1. (2) Given the reactants Br[C:2]1[CH:7]=[CH:6][CH:5]=[CH:4][CH:3]=1.C([Li])CCC.[C:13]1([C:19]2[C:32]3[C:23](=[C:24]4[C:29](=[CH:30][CH:31]=3)[C:28]([C:33]3[CH:38]=[CH:37][CH:36]=[CH:35][CH:34]=3)=[CH:27][CH:26]=[N:25]4)[N:22]=[CH:21][CH:20]=2)[CH:18]=[CH:17][CH:16]=[CH:15][CH:14]=1.O, predict the reaction product. The product is: [C:2]1([C:26]2[CH:27]=[C:28]([C:33]3[CH:38]=[CH:37][CH:36]=[CH:35][CH:34]=3)[C:29]3[C:24](=[C:23]4[C:32](=[CH:31][CH:30]=3)[C:19]([C:13]3[CH:14]=[CH:15][CH:16]=[CH:17][CH:18]=3)=[CH:20][CH:21]=[N:22]4)[N:25]=2)[CH:7]=[CH:6][CH:5]=[CH:4][CH:3]=1. (3) Given the reactants [C:1]([NH:4][C@H:5]([C@H:11]1[C@H:15]([NH2:16])[CH2:14][C@H:13]([C:17]([O:19][CH3:20])=[O:18])[C@H:12]1[OH:21])[CH:6]([CH2:9][CH3:10])[CH2:7][CH3:8])(=[O:3])[CH3:2].CCN(CC)CC.[C:29]([O:33][C:34]([NH:36][C:37](=[N:40][C:41]([O:43][C:44]([CH3:47])([CH3:46])[CH3:45])=[O:42])SC)=[O:35])([CH3:32])([CH3:31])[CH3:30], predict the reaction product. The product is: [C:1]([NH:4][C@H:5]([C@H:11]1[C@H:15]([NH:16][C:37]([NH:36][C:34]([O:33][C:29]([CH3:32])([CH3:31])[CH3:30])=[O:35])=[N:40][C:41]([O:43][C:44]([CH3:47])([CH3:46])[CH3:45])=[O:42])[CH2:14][C@H:13]([C:17]([O:19][CH3:20])=[O:18])[C@H:12]1[OH:21])[CH:6]([CH2:9][CH3:10])[CH2:7][CH3:8])(=[O:3])[CH3:2]. (4) Given the reactants [NH:1]1[C:9]2[C:4](=[CH:5][CH:6]=[CH:7][CH:8]=2)[C:3]([CH2:10][CH2:11][C:12](O)=O)=[CH:2]1.[CH3:15][NH:16][C:17]1[CH:22]=[CH:21][CH:20]=[CH:19][C:18]=1[NH2:23], predict the reaction product. The product is: [NH:1]1[C:9]2[C:4](=[CH:5][CH:6]=[CH:7][CH:8]=2)[C:3]([CH2:10][CH2:11][C:12]2[N:16]([CH3:15])[C:17]3[CH:22]=[CH:21][CH:20]=[CH:19][C:18]=3[N:23]=2)=[CH:2]1. (5) Given the reactants [C:1]12([NH:11][C:12]3[N:17]=[C:16]([C:18]([F:21])([F:20])[F:19])[C:15]([C:22]([N:24]4[CH2:29][CH2:28][CH:27]([C:30]([O:32]CC)=[O:31])[CH2:26][CH2:25]4)=[O:23])=[CH:14][N:13]=3)[CH2:10][CH:5]3[CH2:6][CH:7]([CH2:9][CH:3]([CH2:4]3)[CH2:2]1)[CH2:8]2.CO.[OH-].[Na+].Cl, predict the reaction product. The product is: [C:1]12([NH:11][C:12]3[N:17]=[C:16]([C:18]([F:20])([F:21])[F:19])[C:15]([C:22]([N:24]4[CH2:29][CH2:28][CH:27]([C:30]([OH:32])=[O:31])[CH2:26][CH2:25]4)=[O:23])=[CH:14][N:13]=3)[CH2:2][CH:3]3[CH2:4][CH:5]([CH2:6][CH:7]([CH2:9]3)[CH2:8]1)[CH2:10]2. (6) Given the reactants Br[C:2]1[CH:3]=[N:4][C:5]([N:8]2[CH2:13][CH2:12][O:11][C@H:10]([CH2:14][N:15]3[C:19]4=[N:20][C:21]([C:24]5[CH:25]=[N:26][N:27]([CH3:29])[CH:28]=5)=[CH:22][N:23]=[C:18]4[N:17]=[N:16]3)[CH2:9]2)=[N:6][CH:7]=1.[CH3:30][C:31]1([CH3:47])[C:35]([CH3:37])([CH3:36])[O:34][B:33]([B:33]2[O:34][C:35]([CH3:37])([CH3:36])[C:31]([CH3:47])([CH3:30])[O:32]2)[O:32]1.C([O-])(=O)C.[K+], predict the reaction product. The product is: [CH3:29][N:27]1[CH:28]=[C:24]([C:21]2[N:20]=[C:19]3[N:15]([CH2:14][C@H:10]4[O:11][CH2:12][CH2:13][N:8]([C:5]5[N:4]=[CH:3][C:2]([B:33]6[O:34][C:35]([CH3:37])([CH3:36])[C:31]([CH3:47])([CH3:30])[O:32]6)=[CH:7][N:6]=5)[CH2:9]4)[N:16]=[N:17][C:18]3=[N:23][CH:22]=2)[CH:25]=[N:26]1. (7) Given the reactants [N+:1]([C:4]1[CH:13]=[CH:12][C:7]2[N:8]=[CH:9][CH2:10][O:11][C:6]=2[CH:5]=1)([O-:3])=[O:2].[Cl-].[NH4+].[OH-].[Na+].Br.Br[CH2:20][C:21]1[CH:22]=[N:23][CH:24]=[CH:25][CH:26]=1, predict the reaction product. The product is: [N+:1]([C:4]1[CH:13]=[CH:12][C:7]2[N:8]([CH2:20][C:21]3[CH:22]=[N:23][CH:24]=[CH:25][CH:26]=3)[CH:9]=[CH:10][O:11][C:6]=2[CH:5]=1)([O-:3])=[O:2]. (8) Given the reactants [NH2:1][C:2]1[CH:10]=[CH:9][C:8]([Cl:11])=[CH:7][C:3]=1[C:4]([NH2:6])=[O:5].C[CH:13]=[CH:14][C:15](Cl)=[O:16].[CH2:18](Cl)Cl, predict the reaction product. The product is: [Cl:11][C:8]1[CH:9]=[CH:10][C:2]([NH:1][C:15](=[O:16])[C:14]([CH3:18])=[CH2:13])=[C:3]([CH:7]=1)[C:4]([NH2:6])=[O:5]. (9) Given the reactants [F:1][C:2]1[CH:3]=[CH:4][C:5]([C:8]2[C:12](/[CH:13]=[CH:14]/[C:15]3[S:16][C:17]([C:21](O)=[O:22])=[C:18]([CH3:20])[N:19]=3)=[C:11]([CH3:24])[O:10][N:9]=2)=[N:6][CH:7]=1.C(N1C=CN=C1)([N:27]1C=CN=C1)=O.[OH-].[NH4+], predict the reaction product. The product is: [F:1][C:2]1[CH:3]=[CH:4][C:5]([C:8]2[C:12](/[CH:13]=[CH:14]/[C:15]3[S:16][C:17]([C:21]([NH2:27])=[O:22])=[C:18]([CH3:20])[N:19]=3)=[C:11]([CH3:24])[O:10][N:9]=2)=[N:6][CH:7]=1. (10) Given the reactants [C:1]([O:5][C:6]([N:8]1[C:16]2[C:11](=[C:12]([F:17])[CH:13]=[CH:14][CH:15]=2)[CH:10]=[C:9]1B(O)O)=[O:7])([CH3:4])([CH3:3])[CH3:2].[Cl:21][C:22]1[CH:27]=[C:26](Cl)[N:25]=[C:24]([NH2:29])[CH:23]=1.C([O-])([O-])=O.[Cs+].[Cs+], predict the reaction product. The product is: [NH2:29][C:24]1[N:25]=[C:26]([C:9]2[N:8]([C:6]([O:5][C:1]([CH3:4])([CH3:3])[CH3:2])=[O:7])[C:16]3[C:11]([CH:10]=2)=[C:12]([F:17])[CH:13]=[CH:14][CH:15]=3)[CH:27]=[C:22]([Cl:21])[CH:23]=1.